The task is: Predict which catalyst facilitates the given reaction.. This data is from Catalyst prediction with 721,799 reactions and 888 catalyst types from USPTO. Reactant: O[N:2]=[C:3]([C:5]1[CH:14]=[CH:13][C:8]([C:9]([O:11][CH3:12])=[O:10])=[CH:7][CH:6]=1)[CH3:4].[ClH:15].O. Product: [ClH:15].[NH2:2][CH:3]([C:5]1[CH:14]=[CH:13][C:8]([C:9]([O:11][CH3:12])=[O:10])=[CH:7][CH:6]=1)[CH3:4]. The catalyst class is: 19.